This data is from Catalyst prediction with 721,799 reactions and 888 catalyst types from USPTO. The task is: Predict which catalyst facilitates the given reaction. (1) Reactant: Cl[C:2]1[N:7]=[C:6]([O:8][CH3:9])[N:5]=[C:4]([NH:10][CH2:11][CH2:12][C:13]2[CH:18]=[CH:17][C:16]([Cl:19])=[CH:15][C:14]=2[Cl:20])[CH:3]=1.[Cl:21][C:22]1[CH:27]=[CH:26][C:25](B2OC(C)(C)C(C)(C)O2)=[CH:24][C:23]=1[C:37]([OH:40])([CH3:39])[CH3:38].C([O-])([O-])=O.[Cs+].[Cs+].COCCOC. Product: [Cl:21][C:22]1[CH:27]=[CH:26][C:25]([C:2]2[CH:3]=[C:4]([NH:10][CH2:11][CH2:12][C:13]3[CH:18]=[CH:17][C:16]([Cl:19])=[CH:15][C:14]=3[Cl:20])[N:5]=[C:6]([O:8][CH3:9])[N:7]=2)=[CH:24][C:23]=1[C:37]([OH:40])([CH3:38])[CH3:39]. The catalyst class is: 257. (2) Reactant: [CH:1]1([CH2:4][NH:5][C:6]([NH:8][C:9]2[CH:14]=[CH:13][C:12]([C:15]([N:17]3[CH2:22][CH2:21][NH:20][CH2:19][CH2:18]3)=[O:16])=[CH:11][CH:10]=2)=[O:7])[CH2:3][CH2:2]1.Br[CH2:24][C:25]1[S:29][C:28]([C:30]([O:32][CH3:33])=[O:31])=[CH:27][CH:26]=1.C(=O)([O-])[O-].[K+].[K+]. Product: [CH:1]1([CH2:4][NH:5][C:6](=[O:7])[NH:8][C:9]2[CH:10]=[CH:11][C:12]([C:15]([N:17]3[CH2:22][CH2:21][N:20]([CH2:24][C:25]4[S:29][C:28]([C:30]([O:32][CH3:33])=[O:31])=[CH:27][CH:26]=4)[CH2:19][CH2:18]3)=[O:16])=[CH:13][CH:14]=2)[CH2:2][CH2:3]1. The catalyst class is: 10. (3) The catalyst class is: 287. Product: [Cl:14][C:9]1[CH:10]=[N:11][CH:12]=[CH:13][C:8]=1[C:6]1[CH:5]=[CH:4][N:3]=[C:2]([N:15]2[CH2:20][CH2:19][S:18][CH2:17][CH2:16]2)[CH:7]=1. Reactant: Cl[C:2]1[CH:7]=[C:6]([C:8]2[CH:13]=[CH:12][N:11]=[CH:10][C:9]=2[Cl:14])[CH:5]=[CH:4][N:3]=1.[NH:15]1[CH2:20][CH2:19][S:18][CH2:17][CH2:16]1.C([O-])([O-])=O.[K+].[K+].